The task is: Predict the reaction yield, written as a fraction of the theoretical maximum amount of product (1.0 means a 100% yield; for example, 0.34 means a 34% yield).. This data is from Reaction yield outcomes from USPTO patents with 853,638 reactions. (1) The reactants are [C:1]([O:10]C)(=O)[C:2]1[C:3](=[CH:5][CH:6]=[CH:7][CH:8]=1)[SH:4].[C:12]([C:14]1[CH:19]=[CH:18][CH:17]=[C:16]([CH3:20])[N:15]=1)#[N:13].C(N(CC)CC)C. The catalyst is C1(C)C=CC=CC=1. The product is [CH3:20][C:16]1[N:15]=[C:14]([C:12]2[S:4][C:3]3[CH:5]=[CH:6][CH:7]=[CH:8][C:2]=3[C:1](=[O:10])[N:13]=2)[CH:19]=[CH:18][CH:17]=1. The yield is 0.550. (2) The reactants are [CH2:1]=[CH:2][CH2:3][CH:4]1[C:8](=[O:9])[CH:7]=[CH:6][CH2:5]1.[N+:10]([CH3:13])([O-:12])=[O:11]. No catalyst specified. The product is [N+:10]([CH2:13][CH:6]1[CH2:5][CH:4]([CH2:3][CH:2]=[CH2:1])[C:8](=[O:9])[CH2:7]1)([O-:12])=[O:11]. The yield is 0.570. (3) The reactants are Cl.Cl.[Br:3][C:4]1[CH:5]=[CH:6][C:7]([CH:10]2[CH2:15][O:14][CH2:13][CH2:12][NH:11]2)=[N:8][CH:9]=1.C([O-])([O-])=O.[K+].[K+].[C:22](O[C:22]([O:24][C:25]([CH3:28])([CH3:27])[CH3:26])=[O:23])([O:24][C:25]([CH3:28])([CH3:27])[CH3:26])=[O:23]. The catalyst is O1CCOCC1.O. The product is [Br:3][C:4]1[CH:5]=[CH:6][C:7]([CH:10]2[CH2:15][O:14][CH2:13][CH2:12][N:11]2[C:22]([O:24][C:25]([CH3:28])([CH3:27])[CH3:26])=[O:23])=[N:8][CH:9]=1. The yield is 0.870. (4) The reactants are [CH3:1][C@@H:2]([C@@H:9]1[C@@:13]2([CH3:28])[CH2:14][CH2:15][CH2:16]/[C:17](=[CH:18]\[CH:19]=[C:20]3\[CH2:21][C@@H:22]([OH:27])[CH2:23][CH2:24][C:25]\3=[CH2:26])/[C@@H:12]2[CH2:11][CH2:10]1)[CH2:3][CH2:4][CH2:5][CH:6]([CH3:8])[CH3:7].C(N(CC)C(C)C)(C)C.Cl[CH2:39][O:40][CH3:41].[Cl-].[NH4+]. The catalyst is ClCCl. The product is [CH3:39][O:40][CH2:41][O:27][CH:22]1[CH2:23][CH2:24][C@@:25]2([CH3:26])[C:20](=[CH:19][CH:18]=[C:17]3[C@@H:16]2[CH2:15][CH2:14][C@@:13]2([CH3:28])[C@H:12]3[CH2:11][CH2:10][C@@H:9]2[C@@H:2]([CH3:1])[CH2:3][CH2:4][CH2:5][CH:6]([CH3:7])[CH3:8])[CH2:21]1. The yield is 0.890. (5) The reactants are [Cl:1][C:2]1[CH:12]=[CH:11][C:5]([O:6][CH2:7][C:8]([OH:10])=O)=[C:4]([CH3:13])[CH:3]=1.[NH:14]1[C:23]2[C:18](=[CH:19][CH:20]=[CH:21][CH:22]=2)[CH2:17][CH2:16][CH2:15]1. No catalyst specified. The product is [Cl:1][C:2]1[CH:12]=[CH:11][C:5]([O:6][CH2:7][C:8]([N:14]2[C:23]3[C:18](=[CH:19][CH:20]=[CH:21][CH:22]=3)[CH2:17][CH2:16][CH2:15]2)=[O:10])=[C:4]([CH3:13])[CH:3]=1. The yield is 0.460. (6) The reactants are [Br:1][C:2]1[C:3]([N:24]2[CH2:29][CH2:28][CH2:27][C@@H:26]([NH:30]C(=O)OC(C)(C)C)[CH2:25]2)=[C:4]2[C:10]([NH:11][C:12](=[O:23])[C:13]3[CH:18]=[CH:17][CH:16]=[C:15]([C:19]([F:22])([F:21])[F:20])[CH:14]=3)=[CH:9][NH:8][C:5]2=[N:6][CH:7]=1.C(O)(C(F)(F)F)=O.[ClH:45]. No catalyst specified. The product is [ClH:45].[NH2:30][C@@H:26]1[CH2:27][CH2:28][CH2:29][N:24]([C:3]2[C:2]([Br:1])=[CH:7][N:6]=[C:5]3[NH:8][CH:9]=[C:10]([NH:11][C:12](=[O:23])[C:13]4[CH:18]=[CH:17][CH:16]=[C:15]([C:19]([F:21])([F:22])[F:20])[CH:14]=4)[C:4]=23)[CH2:25]1. The yield is 0.910. (7) The reactants are Cl[CH2:2][C:3]([NH:5][C:6]1[C:11]2[CH2:12][N:13]([CH:16]([C:18]3[CH:19]=[N:20][C:21]([O:25][CH2:26][C:27]([F:30])([F:29])[F:28])=[C:22]([CH3:24])[CH:23]=3)[CH3:17])[C:14](=[O:15])[C:10]=2[CH:9]=[CH:8][N:7]=1)=[O:4].[NH:31]1[CH2:36][CH2:35][O:34][CH2:33][CH2:32]1. The catalyst is CN(C=O)C. The product is [CH3:24][C:22]1[CH:23]=[C:18]([CH:16]([N:13]2[C:14](=[O:15])[C:10]3[CH:9]=[CH:8][N:7]=[C:6]([NH:5][C:3](=[O:4])[CH2:2][N:31]4[CH2:36][CH2:35][O:34][CH2:33][CH2:32]4)[C:11]=3[CH2:12]2)[CH3:17])[CH:19]=[N:20][C:21]=1[O:25][CH2:26][C:27]([F:28])([F:30])[F:29]. The yield is 0.380. (8) The reactants are [Cl:1][C:2]1[CH:7]=[C:6](Cl)[N:5]2[N:9]=[CH:10][CH:11]=[C:4]2[N:3]=1.CCN(CC)CC.[CH:19]1([NH2:22])[CH2:21][CH2:20]1. The catalyst is C(#N)C. The product is [Cl:1][C:2]1[CH:7]=[C:6]([NH:22][CH:19]2[CH2:21][CH2:20]2)[N:5]2[N:9]=[CH:10][CH:11]=[C:4]2[N:3]=1. The yield is 0.700. (9) The reactants are C([N:8]1[CH2:13][CH2:12][N:11]([C:14]2[CH:19]=[CH:18][N:17]=[C:16]3[NH:20][CH:21]=[C:22]([NH:23][C:24](=[O:26])[CH3:25])[C:15]=23)[CH2:10][CH2:9]1)C1C=CC=CC=1. The catalyst is CO.Cl.[Pd]. The yield is 0.771. The product is [N:11]1([C:14]2[CH:19]=[CH:18][N:17]=[C:16]3[NH:20][CH:21]=[C:22]([NH:23][C:24](=[O:26])[CH3:25])[C:15]=23)[CH2:12][CH2:13][NH:8][CH2:9][CH2:10]1. (10) The reactants are [CH:1]1([CH2:4][O:5][C:6]2[CH:11]=[C:10]([F:12])[CH:9]=[CH:8][C:7]=2[C:13]2[N:17]([CH3:18])[CH:16]=[N:15][C:14]=2[C:19]2[CH:24]=[C:23]([C:25](O)=[O:26])[CH:22]=[CH:21][N:20]=2)[CH2:3][CH2:2]1.[H-].[H-].[H-].[H-].[Li+].[Al+3].O.[OH-].[Na+]. The catalyst is C1COCC1. The product is [CH:1]1([CH2:4][O:5][C:6]2[CH:11]=[C:10]([F:12])[CH:9]=[CH:8][C:7]=2[C:13]2[N:17]([CH3:18])[CH:16]=[N:15][C:14]=2[C:19]2[CH:24]=[C:23]([CH2:25][OH:26])[CH:22]=[CH:21][N:20]=2)[CH2:3][CH2:2]1. The yield is 0.500.